From a dataset of Peptide-MHC class I binding affinity with 185,985 pairs from IEDB/IMGT. Regression. Given a peptide amino acid sequence and an MHC pseudo amino acid sequence, predict their binding affinity value. This is MHC class I binding data. (1) The peptide sequence is LLAAGADEV. The MHC is HLA-A02:01 with pseudo-sequence HLA-A02:01. The binding affinity (normalized) is 0.733. (2) The peptide sequence is NFEALEATK. The MHC is HLA-A33:01 with pseudo-sequence HLA-A33:01. The binding affinity (normalized) is 0.356. (3) The peptide sequence is YNFSLGAAV. The MHC is H-2-Kb with pseudo-sequence H-2-Kb. The binding affinity (normalized) is 0.358.